From a dataset of Forward reaction prediction with 1.9M reactions from USPTO patents (1976-2016). Predict the product of the given reaction. (1) Given the reactants [Br:1][C:2]1[C:10]2[O:9][CH:8]=[C:7]([C:11](N(OC)C)=[O:12])[C:6]=2[CH:5]=[CH:4][CH:3]=1.CC(C[AlH]CC(C)C)C, predict the reaction product. The product is: [Br:1][C:2]1[C:10]2[O:9][CH:8]=[C:7]([CH:11]=[O:12])[C:6]=2[CH:5]=[CH:4][CH:3]=1. (2) Given the reactants [C:1]([N:4]1[CH2:9][CH2:8][N:7]([C:10]2[CH:11]=[C:12]([N:16]3[C:20]4[CH:21]=[CH:22][C:23]([C:25](=[O:27])[CH3:26])=[CH:24][C:19]=4[N:18]=[CH:17]3)[CH:13]=[CH:14][CH:15]=2)[CH2:6][CH2:5]1)(=[O:3])[CH3:2].B.[Na], predict the reaction product. The product is: [OH:27][CH:25]([C:23]1[CH:22]=[CH:21][C:20]2[N:16]([C:12]3[CH:11]=[C:10]([N:7]4[CH2:6][CH2:5][N:4]([C:1](=[O:3])[CH3:2])[CH2:9][CH2:8]4)[CH:15]=[CH:14][CH:13]=3)[CH:17]=[N:18][C:19]=2[CH:24]=1)[CH3:26]. (3) Given the reactants C(OC(=O)[NH:10][CH2:11][CH2:12][CH2:13][CH2:14][C:15]1[CH:20]=[CH:19][C:18]([O:21][CH2:22][C:23](=[O:29])[NH:24][CH2:25][C:26](=[O:28])[NH2:27])=[CH:17][CH:16]=1)C1C=CC=CC=1, predict the reaction product. The product is: [NH2:10][CH2:11][CH2:12][CH2:13][CH2:14][C:15]1[CH:20]=[CH:19][C:18]([O:21][CH2:22][C:23]([NH:24][CH2:25][C:26](=[O:28])[NH2:27])=[O:29])=[CH:17][CH:16]=1.